Dataset: Reaction yield outcomes from USPTO patents with 853,638 reactions. Task: Predict the reaction yield, written as a fraction of the theoretical maximum amount of product (1.0 means a 100% yield; for example, 0.34 means a 34% yield). The reactants are I[C:2]1[CH:7]=[CH:6][C:5]([O:8][CH3:9])=[CH:4][CH:3]=1.[I-].[CH2:11]([OH:16])[CH2:12][CH2:13][C:14]#[CH:15]. The catalyst is C(NCC)C.[Pd](Cl)Cl.C1(P(C2C=CC=CC=2)C2C=CC=CC=2)C=CC=CC=1. The product is [CH3:9][O:8][C:5]1[CH:6]=[CH:7][C:2]([C:15]#[C:14][CH2:13][CH2:12][CH2:11][OH:16])=[CH:3][CH:4]=1. The yield is 0.870.